Dataset: Reaction yield outcomes from USPTO patents with 853,638 reactions. Task: Predict the reaction yield, written as a fraction of the theoretical maximum amount of product (1.0 means a 100% yield; for example, 0.34 means a 34% yield). (1) The reactants are [Li]CCCC.[CH3:6][N:7]1[CH:11]=[CH:10][N:9]=[CH:8]1.[NH2:12][C:13]1[CH:21]=[CH:20][C:19]([Cl:22])=[CH:18][C:14]=1[C:15](O)=[O:16].[NH4+].[Cl-]. The catalyst is CCCCCC.CCOCC. The product is [NH2:12][C:13]1[CH:21]=[CH:20][C:19]([Cl:22])=[CH:18][C:14]=1[C:15]([C:8]1[N:7]([CH3:6])[CH:11]=[CH:10][N:9]=1)=[O:16]. The yield is 0.137. (2) The reactants are Cl.[C:2]1([C:8]2([C:14]3[CH:19]=[CH:18][CH:17]=[CH:16][CH:15]=3)[CH2:13][CH2:12][NH:11][CH2:10][CH2:9]2)[CH:7]=[CH:6][CH:5]=[CH:4][CH:3]=1.C(N(CC)CC)C.[C:27](#[N:30])[CH:28]=[CH2:29]. No catalyst specified. The product is [C:2]1([C:8]2([C:14]3[CH:19]=[CH:18][CH:17]=[CH:16][CH:15]=3)[CH2:9][CH2:10][N:11]([CH2:29][CH2:28][C:27]#[N:30])[CH2:12][CH2:13]2)[CH:3]=[CH:4][CH:5]=[CH:6][CH:7]=1. The yield is 0.870. (3) The reactants are [CH3:1][S:2]([NH:5][C:6]1[CH:27]=[CH:26][C:9]([C:10]([NH:12][C:13]2[CH:18]=[CH:17][C:16]([O:19]C)=[C:15]([NH:21][S:22]([CH3:25])(=[O:24])=[O:23])[CH:14]=2)=[O:11])=[CH:8][C:7]=1[O:28]C)(=[O:4])=[O:3].B(Br)(Br)Br.CO. The catalyst is C(Cl)Cl. The product is [OH:28][C:7]1[CH:8]=[C:9]([CH:26]=[CH:27][C:6]=1[NH:5][S:2]([CH3:1])(=[O:3])=[O:4])[C:10]([NH:12][C:13]1[CH:18]=[CH:17][C:16]([OH:19])=[C:15]([NH:21][S:22]([CH3:25])(=[O:23])=[O:24])[CH:14]=1)=[O:11]. The yield is 0.150. (4) The reactants are [Cl:1][C:2]1[CH:7]=[CH:6][C:5]([CH3:8])=[CH:4][C:3]=1[NH:9][C:10]1[N:15]2[N:16]=[CH:17][C:18]([C:19]([OH:21])=O)=[C:14]2[N:13]=[CH:12][C:11]=1[C:22]([N:24]1[CH2:29][CH2:28][C:27]2([C:33]3[CH:34]=[CH:35][C:36]([F:38])=[CH:37][C:32]=3[O:31][CH2:30]2)[CH2:26][CH2:25]1)=[O:23].[CH:39]1([S:42]([NH2:45])(=[O:44])=[O:43])[CH2:41][CH2:40]1. No catalyst specified. The product is [Cl:1][C:2]1[CH:7]=[CH:6][C:5]([CH3:8])=[CH:4][C:3]=1[NH:9][C:10]1[N:15]2[N:16]=[CH:17][C:18]([C:19]([NH:45][S:42]([CH:39]3[CH2:41][CH2:40]3)(=[O:44])=[O:43])=[O:21])=[C:14]2[N:13]=[CH:12][C:11]=1[C:22]([N:24]1[CH2:25][CH2:26][C:27]2([C:33]3[CH:34]=[CH:35][C:36]([F:38])=[CH:37][C:32]=3[O:31][CH2:30]2)[CH2:28][CH2:29]1)=[O:23]. The yield is 0.480.